From a dataset of Full USPTO retrosynthesis dataset with 1.9M reactions from patents (1976-2016). Predict the reactants needed to synthesize the given product. (1) Given the product [C:32]([CH2:45][CH2:46][CH2:48][CH2:49][CH2:50][CH2:51][CH2:52][CH2:53][CH2:54][CH2:55][CH2:56][CH2:57][CH2:58][CH2:59][CH2:60][CH2:61][CH2:62][CH2:63][CH2:64][CH2:65][CH2:66][CH2:67][OH:68])([C:35]([C:38]([C:41]([F:42])([F:43])[F:44])([F:40])[F:39])([F:37])[F:36])([F:34])[F:33], predict the reactants needed to synthesize it. The reactants are: C(CCCCCCCCCCCCCCCCCO)(C(C(C(F)(F)F)(F)F)(F)F)(F)F.[C:32]([CH2:45][CH:46]([CH2:48][CH2:49][CH2:50][CH2:51][CH2:52][CH2:53][CH2:54][CH2:55][CH2:56][CH2:57][CH2:58][CH2:59][CH2:60][CH2:61][CH2:62][CH2:63][CH2:64][CH2:65][CH2:66][CH2:67][OH:68])I)([C:35]([C:38]([C:41]([F:44])([F:43])[F:42])([F:40])[F:39])([F:37])[F:36])([F:34])[F:33].[OH-].[K+].[H][H]. (2) Given the product [Br:1][C:2]1[CH:3]=[C:4]([NH2:10])[C:5]([NH2:6])=[CH:7][C:8]=1[F:9], predict the reactants needed to synthesize it. The reactants are: [Br:1][C:2]1[C:8]([F:9])=[CH:7][C:5]([NH2:6])=[C:4]([N+:10]([O-])=O)[CH:3]=1.Cl[Sn]Cl. (3) Given the product [F:1][C:2]1[CH:7]=[CH:6][CH:5]=[C:4]([O:8][C:16]2[CH:25]=[N:24][C:23]3[C:18](=[CH:19][CH:20]=[CH:21][C:22]=3[F:26])[N:17]=2)[C:3]=1[C:9]([CH3:14])([CH3:13])[C:10](=[O:12])[CH3:11], predict the reactants needed to synthesize it. The reactants are: [F:1][C:2]1[CH:7]=[CH:6][CH:5]=[C:4]([OH:8])[C:3]=1[C:9]([CH3:14])([CH3:13])[C:10](=[O:12])[CH3:11].Cl[C:16]1[CH:25]=[N:24][C:23]2[C:18](=[CH:19][CH:20]=[CH:21][C:22]=2[F:26])[N:17]=1.C(=O)([O-])[O-].[K+].[K+]. (4) Given the product [F:1][C:2]([F:7])([F:6])[C:3]([OH:5])=[O:4].[F:8][C:9]([F:14])([F:13])[C:10]([OH:12])=[O:11].[Cl:22][C:23]1[CH:24]=[N:25][C:26]2[NH:27][C:28]3[CH:29]=[N:30][CH:31]=[C:32]([CH:54]=3)[CH2:33][CH2:34][C:35]3[CH:43]=[C:39]([NH:40][C:41]=1[N:42]=2)[CH:38]=[CH:37][C:36]=3[NH:44][C:45](=[O:53])[CH2:46][CH:47]1[CH2:52][CH2:51][N:50]([S:63]([C:58]2[CH:59]=[CH:60][CH:61]=[CH:62][C:57]=2[C:56]([F:55])([F:67])[F:68])(=[O:65])=[O:64])[CH2:49][CH2:48]1, predict the reactants needed to synthesize it. The reactants are: [F:1][C:2]([F:7])([F:6])[C:3]([OH:5])=[O:4].[F:8][C:9]([F:14])([F:13])[C:10]([OH:12])=[O:11].FC(F)(F)C(O)=O.[Cl:22][C:23]1[CH:24]=[N:25][C:26]2[NH:27][C:28]3[CH:29]=[N:30][CH:31]=[C:32]([CH:54]=3)[CH2:33][CH2:34][C:35]3[CH:43]=[C:39]([NH:40][C:41]=1[N:42]=2)[CH:38]=[CH:37][C:36]=3[NH:44][C:45](=[O:53])[CH2:46][CH:47]1[CH2:52][CH2:51][NH:50][CH2:49][CH2:48]1.[F:55][C:56]([F:68])([F:67])[C:57]1[CH:62]=[CH:61][CH:60]=[CH:59][C:58]=1[S:63](Cl)(=[O:65])=[O:64].